From a dataset of Peptide-MHC class I binding affinity with 185,985 pairs from IEDB/IMGT. Regression. Given a peptide amino acid sequence and an MHC pseudo amino acid sequence, predict their binding affinity value. This is MHC class I binding data. The peptide sequence is GAMTAGIFLF. The MHC is HLA-A24:02 with pseudo-sequence HLA-A24:02. The binding affinity (normalized) is 0.368.